Task: Predict the product of the given reaction.. Dataset: Forward reaction prediction with 1.9M reactions from USPTO patents (1976-2016) Given the reactants Cl[C:2]1[C:3]2[N:10]([CH2:11][CH2:12][O:13][CH2:14][CH2:15][O:16][CH3:17])[CH:9]=[CH:8][C:4]=2[N:5]=[CH:6][N:7]=1.[NH2:18][C:19]1[CH:24]=[CH:23][C:22]([OH:25])=[CH:21][C:20]=1[Cl:26].C(=O)([O-])[O-].[Cs+].[Cs+].CN1CCCC1=O, predict the reaction product. The product is: [Cl:26][C:20]1[CH:21]=[C:22]([O:25][C:2]2[C:3]3[N:10]([CH2:11][CH2:12][O:13][CH2:14][CH2:15][O:16][CH3:17])[CH:9]=[CH:8][C:4]=3[N:5]=[CH:6][N:7]=2)[CH:23]=[CH:24][C:19]=1[NH2:18].